This data is from Full USPTO retrosynthesis dataset with 1.9M reactions from patents (1976-2016). The task is: Predict the reactants needed to synthesize the given product. Given the product [CH3:19][C:9]1([CH3:20])[C:4]2[C:5](=[CH:6][CH:7]=[CH:8][C:3]=2[O:2][CH3:1])[CH:12]([NH:21][C:22]2[CH:31]=[CH:30][CH:29]=[C:28]3[C:23]=2[CH2:24][O:25][C:26]3=[O:27])[C:11]([OH:18])([C:14]([F:15])([F:17])[F:16])[CH2:10]1, predict the reactants needed to synthesize it. The reactants are: [CH3:1][O:2][C:3]1[CH:8]=[CH:7][CH:6]=[CH:5][C:4]=1[C:9]([CH3:20])([CH3:19])[CH2:10][C:11]([OH:18])([C:14]([F:17])([F:16])[F:15])[CH:12]=O.[NH2:21][C:22]1[CH:31]=[CH:30][CH:29]=[C:28]2[C:23]=1[CH2:24][O:25][C:26]2=[O:27].Br(Br)(Br)Br.